The task is: Predict the product of the given reaction.. This data is from Forward reaction prediction with 1.9M reactions from USPTO patents (1976-2016). (1) The product is: [Br:13][C:7]1[CH:8]=[C:2]([CH3:1])[C:3]([C:9]([F:10])([F:11])[F:12])=[CH:4][C:5]=1[NH2:6]. Given the reactants [CH3:1][C:2]1[CH:8]=[CH:7][C:5]([NH2:6])=[CH:4][C:3]=1[C:9]([F:12])([F:11])[F:10].[Br-:13].[Br-].[Br-].C([N+](CCCC)(CCCC)CCCC)CCC.C([N+](CCCC)(CCCC)CCCC)CCC.C([N+](CCCC)(CCCC)CCCC)CCC.C(=O)([O-])O.[Na+], predict the reaction product. (2) The product is: [Br:1][C:2]1[CH:3]=[CH:4][CH:5]=[C:6]2[C:11]=1[N:10]=[C:9]([N:12]([C:13]([CH3:16])([CH3:15])[CH3:14])[CH3:19])[N:8]=[CH:7]2. Given the reactants [Br:1][C:2]1[CH:3]=[CH:4][CH:5]=[C:6]2[C:11]=1[N:10]=[C:9]([NH:12][C:13]([CH3:16])([CH3:15])[CH3:14])[N:8]=[CH:7]2.[H-].[Na+].[CH3:19]I, predict the reaction product. (3) Given the reactants C1(P(C2C=CC=CC=2)C2C=CC=CC=2)C=CC=CC=1.CCOC(/N=N/C(OCC)=O)=O.[C:32]([O:36][C:37]([N:39]1[CH2:43][CH2:42][C@@H:41]([OH:44])[CH2:40]1)=[O:38])([CH3:35])([CH3:34])[CH3:33].[F:45][CH:46]([F:67])[C:47]1[CH:48]=[C:49]([N:55]2[C:60]3[C:61]([CH3:66])=[C:62](O)[CH:63]=[CH:64][C:59]=3[O:58][CH2:57][CH2:56]2)[CH:50]=[N:51][C:52]=1[O:53][CH3:54], predict the reaction product. The product is: [C:32]([O:36][C:37]([N:39]1[CH2:43][CH2:42][C@H:41]([O:44][C:62]2[CH:63]=[CH:64][C:59]3[O:58][CH2:57][CH2:56][N:55]([C:49]4[CH:50]=[N:51][C:52]([O:53][CH3:54])=[C:47]([CH:46]([F:67])[F:45])[CH:48]=4)[C:60]=3[C:61]=2[CH3:66])[CH2:40]1)=[O:38])([CH3:35])([CH3:33])[CH3:34]. (4) Given the reactants [CH3:1][O:2][C:3]1[CH:46]=[CH:45][C:6]([O:7][C:8]2[CH:13]=[CH:12][C:11]([S:14]([CH:17]3[CH2:23][CH2:22][CH2:21][CH2:20][N:19]([O:24]C(C4C=CC=CC=4)(C4C=CC=CC=4)C4C=CC=CC=4)[C:18]3=[O:44])(=[O:16])=[O:15])=[CH:10][CH:9]=2)=[CH:5][CH:4]=1.C(O)(C(F)(F)F)=O, predict the reaction product. The product is: [OH:24][N:19]1[CH2:20][CH2:21][CH2:22][CH2:23][CH:17]([S:14]([C:11]2[CH:10]=[CH:9][C:8]([O:7][C:6]3[CH:5]=[CH:4][C:3]([O:2][CH3:1])=[CH:46][CH:45]=3)=[CH:13][CH:12]=2)(=[O:16])=[O:15])[C:18]1=[O:44]. (5) Given the reactants N[C:2]1[CH:23]=[CH:22][C:5]([O:6][C:7]2[CH:12]=[CH:11][N:10]=[C:9]3[CH:13]=[C:14]([C:16]([NH:18][N:19]([CH3:21])[CH3:20])=[O:17])[S:15][C:8]=23)=[C:4]([F:24])[CH:3]=1.[CH3:25][O:26][C:27]1[CH:32]=[CH:31][CH:30]=[CH:29][C:28]=1[NH:33][C:34](=[O:39])[CH2:35][C:36]([OH:38])=O.C(Cl)CCl.C[N:45](C=O)C, predict the reaction product. The product is: [CH3:20][N:19]([CH3:21])[NH:18][C:16]([C:14]1[S:15][C:8]2[C:9](=[N:10][CH:11]=[CH:12][C:7]=2[O:6][C:5]2[CH:22]=[CH:23][C:2]([N:33]([C:28]3[CH:29]=[CH:30][CH:31]=[CH:32][C:27]=3[O:26][CH3:25])[C:34](=[O:39])[CH2:35][C:36]([NH2:45])=[O:38])=[CH:3][C:4]=2[F:24])[CH:13]=1)=[O:17]. (6) Given the reactants [F:1][C:2]1[CH:3]=[C:4]([N:9]2[CH:13]=[CH:12][N:11]=[CH:10]2)[CH:5]=[C:6](Br)[CH:7]=1.[Br-].[CH3:15][N:16](C=O)C, predict the reaction product. The product is: [F:1][C:2]1[CH:3]=[C:4]([N:9]2[CH:13]=[CH:12][N:11]=[CH:10]2)[CH:5]=[C:6]([C:15]#[N:16])[CH:7]=1. (7) Given the reactants Br[C:2]1[C:3]([C:25]2[CH:30]=[CH:29][N:28]=[CH:27][CH:26]=2)=[C:4]([C:17]2[CH:22]=[CH:21][C:20]([F:23])=[C:19]([F:24])[CH:18]=2)[N:5]([Si](C(C)C)(C(C)C)C(C)C)[CH:6]=1.[CH3:31][O:32][C:33]1[CH:38]=[CH:37][C:36]([C@H:39]2[CH2:47][N:46]3[C@H:41]([CH2:42][C:43](=O)[CH2:44][CH2:45]3)[CH2:40]2)=[CH:35][CH:34]=1.C(OCC)(=O)C.C(N)(C)C, predict the reaction product. The product is: [F:24][C:19]1[CH:18]=[C:17]([C:4]2[NH:5][CH:6]=[C:2]([C:43]3[CH2:44][CH2:45][N:46]4[C@H:41]([CH:42]=3)[CH2:40][C@@H:39]([C:36]3[CH:35]=[CH:34][C:33]([O:32][CH3:31])=[CH:38][CH:37]=3)[CH2:47]4)[C:3]=2[C:25]2[CH:30]=[CH:29][N:28]=[CH:27][CH:26]=2)[CH:22]=[CH:21][C:20]=1[F:23]. (8) The product is: [Br:19][C:7]1[N:8]([CH2:11][C:12]2[CH:17]=[CH:16][CH:15]=[CH:14][C:13]=2[F:18])[C:9](=[O:10])[N:5]([CH2:4][C:3]([OH:20])=[O:2])[N:6]=1. Given the reactants C[O:2][C:3](=[O:20])[CH2:4][N:5]1[C:9](=[O:10])[N:8]([CH2:11][C:12]2[CH:17]=[CH:16][CH:15]=[CH:14][C:13]=2[F:18])[C:7]([Br:19])=[N:6]1.[OH-].[Li+], predict the reaction product. (9) Given the reactants C(N(C(C)C)CC)(C)C.[F:10][C:11]1[CH:16]=[CH:15][C:14]([CH2:17][C:18]2[C:27]3[C:22](=[CH:23][CH:24]=[CH:25][CH:26]=3)[C:21](=[O:28])[NH:20][N:19]=2)=[CH:13][C:12]=1[NH:29][C:30]([CH2:32][CH2:33][CH2:34][C:35]([OH:37])=O)=[O:31], predict the reaction product. The product is: [F:10][C:11]1[CH:16]=[CH:15][C:14]([CH2:17][C:18]2[C:27]3[C:22](=[CH:23][CH:24]=[CH:25][CH:26]=3)[C:21](=[O:28])[NH:20][N:19]=2)=[CH:13][C:12]=1[N:29]1[C:30](=[O:31])[CH2:32][CH2:33][CH2:34][C:35]1=[O:37]. (10) Given the reactants CS[C:3]1[N:4]=[C:5]([N:19]2[CH2:24][CH2:23][O:22][CH2:21][CH2:20]2)[C:6]2[S:11][C:10]([CH2:12][N:13]3[CH2:18][CH2:17][O:16][CH2:15][CH2:14]3)=[CH:9][C:7]=2[N:8]=1.[C:25]1([S:31]([N:34]2[C:38]3=[CH:39][N:40]=[CH:41][C:42]([Sn](CCCC)(CCCC)CCCC)=[C:37]3[CH:36]=[CH:35]2)(=[O:33])=[O:32])[CH:30]=[CH:29][CH:28]=[CH:27][CH:26]=1, predict the reaction product. The product is: [C:25]1([S:31]([N:34]2[C:38]3=[CH:39][N:40]=[CH:41][C:42]([C:3]4[N:4]=[C:5]([N:19]5[CH2:20][CH2:21][O:22][CH2:23][CH2:24]5)[C:6]5[S:11][C:10]([CH2:12][N:13]6[CH2:18][CH2:17][O:16][CH2:15][CH2:14]6)=[CH:9][C:7]=5[N:8]=4)=[C:37]3[CH:36]=[CH:35]2)(=[O:33])=[O:32])[CH:30]=[CH:29][CH:28]=[CH:27][CH:26]=1.